From a dataset of Peptide-MHC class I binding affinity with 185,985 pairs from IEDB/IMGT. Regression. Given a peptide amino acid sequence and an MHC pseudo amino acid sequence, predict their binding affinity value. This is MHC class I binding data. (1) The peptide sequence is YFYYNAFHWAI. The MHC is HLA-B18:01 with pseudo-sequence HLA-B18:01. The binding affinity (normalized) is 0.0847. (2) The peptide sequence is FPFKYAAAF. The MHC is Patr-B1301 with pseudo-sequence Patr-B1301. The binding affinity (normalized) is 0.870. (3) The peptide sequence is TTAEPLSMYVY. The MHC is Mamu-A01 with pseudo-sequence Mamu-A01. The binding affinity (normalized) is 0.501. (4) The peptide sequence is THADAHTQL. The MHC is HLA-B15:17 with pseudo-sequence HLA-B15:17. The binding affinity (normalized) is 0.0847. (5) The peptide sequence is LYTVKFPNL. The MHC is H-2-Kb with pseudo-sequence H-2-Kb. The binding affinity (normalized) is 0.577. (6) The peptide sequence is TFMDHVLRY. The MHC is HLA-C04:01 with pseudo-sequence HLA-C04:01. The binding affinity (normalized) is 0.213.